Dataset: Full USPTO retrosynthesis dataset with 1.9M reactions from patents (1976-2016). Task: Predict the reactants needed to synthesize the given product. (1) Given the product [Br:38][C:32]1[CH:33]=[CH:34][C:35]([F:37])=[CH:36][C:31]=1[CH:23]([N:19]1[CH2:18][CH2:17][N:16]([C:5]2[CH:6]=[CH:7][C:8]([C:10]3[O:14][N:13]=[C:12]([CH3:15])[N:11]=3)=[CH:9][C:4]=2[F:3])[CH2:21][CH2:20]1)[C:24]([N:26]([CH2:27][CH3:28])[CH2:29][CH3:30])=[O:25], predict the reactants needed to synthesize it. The reactants are: Cl.Cl.[F:3][C:4]1[CH:9]=[C:8]([C:10]2[O:14][N:13]=[C:12]([CH3:15])[N:11]=2)[CH:7]=[CH:6][C:5]=1[N:16]1[CH2:21][CH2:20][NH:19][CH2:18][CH2:17]1.Br[CH:23]([C:31]1[CH:36]=[C:35]([F:37])[CH:34]=[CH:33][C:32]=1[Br:38])[C:24]([N:26]([CH2:29][CH3:30])[CH2:27][CH3:28])=[O:25]. (2) Given the product [F:1][C:2]1[CH:3]=[C:4]([N:28]2[C:32]([OH:33])=[CH:31][CH:30]=[N:29]2)[CH:5]=[CH:6][C:7]=1[N:8]1[CH:13]=[C:12]([O:14][CH3:15])[C:11](=[O:16])[C:10]([C:17]2[N:21]([C:22]3[CH:23]=[CH:24][CH:25]=[CH:26][CH:27]=3)[N:20]=[CH:19][CH:18]=2)=[N:9]1, predict the reactants needed to synthesize it. The reactants are: [F:1][C:2]1[CH:3]=[C:4]([N:28]2[C:32]([OH:33])=[C:31](C(OCC)=O)[CH:30]=[N:29]2)[CH:5]=[CH:6][C:7]=1[N:8]1[CH:13]=[C:12]([O:14][CH3:15])[C:11](=[O:16])[C:10]([C:17]2[N:21]([C:22]3[CH:27]=[CH:26][CH:25]=[CH:24][CH:23]=3)[N:20]=[CH:19][CH:18]=2)=[N:9]1.[OH-].[Na+].CCO.Cl. (3) Given the product [Cl:26][C:20]1[C:21]([Cl:25])=[CH:22][CH:23]=[CH:24][C:19]=1[C:17]1[N:28]=[N:29][C:2]2[CH:1]3[CH2:7][CH:4]([C:3]=2[CH:16]=1)[CH2:5][CH2:6]3, predict the reactants needed to synthesize it. The reactants are: [CH:1]12[CH2:7][CH:4]([CH2:5][CH2:6]1)[C:3](=O)[C:2]2=O.COP([CH2:16][C:17]([C:19]1[CH:24]=[CH:23][CH:22]=[C:21]([Cl:25])[C:20]=1[Cl:26])=O)(=O)OC.O.[NH2:28][NH2:29]. (4) Given the product [Cl:1][C:2]1[CH:3]=[CH:4][C:5]([N:8]([CH3:37])[C:9]2[N:10]=[C:11]([C:27]3[C:28]([CH3:36])=[N:29][N:30]4[CH:35]=[CH:34][CH:33]=[CH:32][C:31]=34)[S:12][C:13]=2[C:14]2[NH:18][CH:17]=[N:16][N:15]=2)=[CH:6][CH:7]=1, predict the reactants needed to synthesize it. The reactants are: [Cl:1][C:2]1[CH:7]=[CH:6][C:5]([N:8]([CH3:37])[C:9]2[N:10]=[C:11]([C:27]3[C:28]([CH3:36])=[N:29][N:30]4[CH:35]=[CH:34][CH:33]=[CH:32][C:31]=34)[S:12][C:13]=2[C:14]2[N:18]=[CH:17][N:16](COCC[Si](C)(C)C)[N:15]=2)=[CH:4][CH:3]=1.Cl.O1CCOCC1.O. (5) Given the product [F:16][C:15]([F:18])([F:17])[C:62]([OH:63])=[O:34].[Cl:1][C:2]1[CH:3]=[C:4]([NH:19][C:20]2[C:30]3[CH:29]=[C:28]([C:31]([NH:35][CH2:39][CH3:38])=[O:32])[CH2:27][CH2:26][NH:25][C:24]=3[N:23]=[CH:22][N:21]=2)[CH:5]=[CH:6][C:7]=1[O:8][C:9]1[CH:14]=[CH:13][CH:12]=[C:11]([C:15]([F:16])([F:18])[F:17])[CH:10]=1, predict the reactants needed to synthesize it. The reactants are: [Cl:1][C:2]1[CH:3]=[C:4]([NH:19][C:20]2[C:30]3[CH:29]=[C:28]([C:31](O)=[O:32])[CH2:27][CH2:26][NH:25][C:24]=3[N:23]=[CH:22][N:21]=2)[CH:5]=[CH:6][C:7]=1[O:8][C:9]1[CH:14]=[CH:13][CH:12]=[C:11]([C:15]([F:18])([F:17])[F:16])[CH:10]=1.[OH:34][N:35]1[C:39]2C=CC=C[C:38]=2N=N1.Cl.C(N=C=NCCCN(C)C)C.Cl.C(N)C.CN(C)[CH:62]=[O:63]. (6) Given the product [NH2:1][C:2]1[CH:7]=[CH:6][C:5]([CH2:8][CH2:9][C:10]([C:12]2[CH:17]=[CH:16][C:15]([N:19]3[CH2:24][CH2:23][O:22][CH2:21][CH2:20]3)=[CH:14][CH:13]=2)=[O:11])=[CH:4][CH:3]=1, predict the reactants needed to synthesize it. The reactants are: [NH2:1][C:2]1[CH:7]=[CH:6][C:5]([CH2:8][CH2:9][C:10]([C:12]2[CH:17]=[CH:16][C:15](F)=[CH:14][CH:13]=2)=[O:11])=[CH:4][CH:3]=1.[NH:19]1[CH2:24][CH2:23][O:22][CH2:21][CH2:20]1. (7) Given the product [C:26]([C:28](=[CH:22][C:21]1[NH:32][C:15]2[CH:10]=[N:11][CH:12]=[N:13][C:14]=2[C:20]=1[C:24]1[CH:40]=[CH:38][C:42]([CH3:46])=[CH:43][CH:44]=1)[C:29]([NH2:31])=[O:30])#[N:27], predict the reactants needed to synthesize it. The reactants are: C1(C)C=CC(C2[C:15]3[C:14](N)=[N:13][CH:12]=[N:11][C:10]=3NC=2C=C)=CC=1.[CH2:20]1[CH2:24]O[CH2:22][CH2:21]1.O.[C:26]([CH2:28][C:29]([NH2:31])=[O:30])#[N:27].[NH:32]1CCCCC1.[CH:38](O)([CH3:40])C.[CH2:42]1[CH2:46]O[CH2:44][CH2:43]1.